Dataset: Forward reaction prediction with 1.9M reactions from USPTO patents (1976-2016). Task: Predict the product of the given reaction. (1) Given the reactants [Br:1][C:2]1[CH:7]=[C:6](C(O)=O)[N:5]=[C:4]([C:11]([O:13][CH3:14])=[O:12])[CH:3]=1.C([N:17]([CH2:20]C)CC)C.[C:22]([OH:26])([CH3:25])([CH3:24])[CH3:23].C1(P(N=[N+]=[N-])(C2C=CC=CC=2)=[O:34])C=CC=CC=1, predict the reaction product. The product is: [Br:1][C:2]1[CH:7]=[C:6]([NH:17][C:20]([O:26][C:22]([CH3:25])([CH3:24])[CH3:23])=[O:34])[N:5]=[C:4]([C:11]([O:13][CH3:14])=[O:12])[CH:3]=1. (2) Given the reactants CCCCCC.C([Li])CCC.Br[C:13]1[C:18]([CH3:19])=[CH:17][C:16]([Br:20])=[CH:15][N:14]=1.[CH2:21]1[O:31][C:24]2([CH2:29][CH2:28][C:27](=[O:30])[CH2:26][CH2:25]2)[O:23][CH2:22]1, predict the reaction product. The product is: [Br:20][C:16]1[CH:17]=[C:18]([CH3:19])[C:13]([C:27]2([OH:30])[CH2:28][CH2:29][C:24]3([O:31][CH2:21][CH2:22][O:23]3)[CH2:25][CH2:26]2)=[N:14][CH:15]=1. (3) The product is: [CH2:1]([N:4]1[C:12]2[C:7](=[CH:8][C:9]([S:13]([NH2:16])(=[O:14])=[O:15])=[CH:10][CH:11]=2)[CH2:6][CH2:5]1)[CH3:2]. Given the reactants [C:1]([N:4]1[C:12]2[C:7](=[CH:8][C:9]([S:13]([NH2:16])(=[O:15])=[O:14])=[CH:10][CH:11]=2)[CH2:6][CH2:5]1)(=O)[CH3:2].B.C1COCC1, predict the reaction product. (4) Given the reactants C([N:4]([S:34]([CH2:37][C:38]1[CH:43]=[CH:42][CH:41]=[CH:40][CH:39]=1)(=[O:36])=[O:35])[C:5]([CH:7]1[CH2:12][CH2:11][N:10]([C:13]2[C:23]([C:24]#[N:25])=[CH:22][C:16]([C:17]([O:19][CH2:20][CH3:21])=[O:18])=[C:15]([O:26]S(C(F)(F)F)(=O)=O)[N:14]=2)[CH2:9][CH2:8]1)=[O:6])C=C.CC1(C)C2C(=C(P(C3C=CC=CC=3)C3C=CC=CC=3)C=CC=2)OC2C(P(C3C=CC=CC=3)C3C=CC=CC=3)=CC=CC1=2.O[CH2:87][CH2:88][NH:89][C:90](=[O:92])[CH3:91].CCN(C(C)C)C(C)C.C([O-])(O)=O.[Na+], predict the reaction product. The product is: [C:90]([NH:89][CH2:88][CH2:87][O:26][C:15]1[N:14]=[C:13]([N:10]2[CH2:11][CH2:12][CH:7]([C:5](=[O:6])[NH:4][S:34]([CH2:37][C:38]3[CH:43]=[CH:42][CH:41]=[CH:40][CH:39]=3)(=[O:35])=[O:36])[CH2:8][CH2:9]2)[C:23]([C:24]#[N:25])=[CH:22][C:16]=1[C:17]([O:19][CH2:20][CH3:21])=[O:18])(=[O:92])[CH3:91]. (5) Given the reactants [Cl:1][C:2]1[CH:3]=[C:4]([NH:8][C@H:9]2[C@H:13]([OH:14])[CH2:12][N:11](C(OC(C)(C)C)=O)[CH2:10]2)[CH:5]=[CH:6][CH:7]=1.Cl, predict the reaction product. The product is: [Cl:1][C:2]1[CH:3]=[C:4]([NH:8][C@@H:9]2[CH2:10][NH:11][CH2:12][C@H:13]2[OH:14])[CH:5]=[CH:6][CH:7]=1. (6) Given the reactants [CH2:1]([C:5]1([CH2:28][CH2:29][CH2:30][CH3:31])[NH:11][CH:10]([C:12]2[CH:17]=[CH:16][CH:15]=[CH:14][CH:13]=2)[C:9]2[CH:18]=[C:19]([O:24][CH3:25])[C:20]([CH:22]=O)=[CH:21][C:8]=2[S:7](=[O:27])(=[O:26])[CH2:6]1)[CH2:2][CH2:3][CH3:4].[NH2:32][CH2:33][C:34]([O:36][C:37]([CH3:40])([CH3:39])[CH3:38])=[O:35].C(O)(=O)C.C([O-])([O-])=O.[Na+].[Na+], predict the reaction product. The product is: [CH2:1]([C:5]1([CH2:28][CH2:29][CH2:30][CH3:31])[NH:11][CH:10]([C:12]2[CH:17]=[CH:16][CH:15]=[CH:14][CH:13]=2)[C:9]2[CH:18]=[C:19]([O:24][CH3:25])[C:20]([CH2:22][NH:32][CH2:33][C:34]([O:36][C:37]([CH3:40])([CH3:39])[CH3:38])=[O:35])=[CH:21][C:8]=2[S:7](=[O:26])(=[O:27])[CH2:6]1)[CH2:2][CH2:3][CH3:4]. (7) The product is: [CH3:1][C@@H:2]1[CH2:3][N:4]([CH:8]2[CH2:13][CH2:12][CH2:11][CH2:10][CH:9]2[C:14]2[CH:15]=[CH:16][CH:17]=[CH:18][CH:19]=2)[CH2:5][CH2:6][N:7]1[CH2:21][C:22]([O:24][C:25]([CH3:28])([CH3:27])[CH3:26])=[O:23]. Given the reactants [CH3:1][C@H:2]1[NH:7][CH2:6][CH2:5][N:4]([CH:8]2[CH2:13][CH2:12][CH2:11][CH2:10][CH:9]2[C:14]2[CH:19]=[CH:18][CH:17]=[CH:16][CH:15]=2)[CH2:3]1.Br[CH2:21][C:22]([O:24][C:25]([CH3:28])([CH3:27])[CH3:26])=[O:23].C(N(C(C)C)CC)(C)C, predict the reaction product. (8) The product is: [CH3:5][C:6]([OH:10])([C:8]#[C:9][CH:14]([OH:15])[CH2:13][CH:12]([CH3:11])[CH2:16]/[CH:17]=[CH:18]\[CH2:19][CH2:20][CH3:21])[CH3:7]. Given the reactants C(Br)C.[Mg].[CH3:5][C:6]([OH:10])([C:8]#[CH:9])[CH3:7].[CH3:11][CH:12]([CH2:16]/[CH:17]=[CH:18]\[CH2:19][CH2:20][CH3:21])[CH2:13][CH2:14][OH:15], predict the reaction product. (9) Given the reactants Br[C:2]1[CH:3]=[N:4][CH:5]=[C:6]([N:10]2[CH2:21][CH2:20][N:19]3[C:12](=[CH:13][C:14]4[CH2:15][C:16]([CH3:23])([CH3:22])[CH2:17][C:18]=43)[C:11]2=[O:24])[C:7]=1[CH:8]=[O:9].[CH3:25][N:26]1[CH:31]=[C:30](B2OC(C)(C)C(C)(C)O2)[CH:29]=[C:28]([NH:41][C:42]2[CH:47]=[CH:46][N:45]=[C:44]([CH3:48])[N:43]=2)[C:27]1=[O:49].[O-]P([O-])([O-])=O.[K+].[K+].[K+].C([O-])(=O)C.[Na+], predict the reaction product. The product is: [CH3:22][C:16]1([CH3:23])[CH2:15][C:14]2[CH:13]=[C:12]3[N:19]([CH2:20][CH2:21][N:10]([C:6]4[CH:5]=[N:4][CH:3]=[C:2]([C:30]5[CH:29]=[C:28]([NH:41][C:42]6[CH:47]=[CH:46][N:45]=[C:44]([CH3:48])[N:43]=6)[C:27](=[O:49])[N:26]([CH3:25])[CH:31]=5)[C:7]=4[CH:8]=[O:9])[C:11]3=[O:24])[C:18]=2[CH2:17]1. (10) Given the reactants [F:1][C:2]1([F:17])[O:6][C:5]2[CH:7]=[CH:8][C:9]([C:11]3([C:14](O)=[O:15])[CH2:13][CH2:12]3)=[CH:10][C:4]=2[O:3]1.S(Cl)([Cl:20])=O, predict the reaction product. The product is: [F:1][C:2]1([F:17])[O:6][C:5]2[CH:7]=[CH:8][C:9]([C:11]3([C:14]([Cl:20])=[O:15])[CH2:13][CH2:12]3)=[CH:10][C:4]=2[O:3]1.